This data is from hERG potassium channel inhibition data for cardiac toxicity prediction from Karim et al.. The task is: Regression/Classification. Given a drug SMILES string, predict its toxicity properties. Task type varies by dataset: regression for continuous values (e.g., LD50, hERG inhibition percentage) or binary classification for toxic/non-toxic outcomes (e.g., AMES mutagenicity, cardiotoxicity, hepatotoxicity). Dataset: herg_karim. (1) The compound is OC(CNCC(O)C1CCc2cc(F)ccc2O1)C1CCc2cc(F)ccc2O1. The result is 1 (blocker). (2) The result is 1 (blocker). The molecule is CNCc1ccc(F)cc1Oc1ccc(Cl)c(Cl)c1. (3) The compound is CSc1nc(-c2ccc(F)cc2)c(-c2ccnc(Nc3ccccc3)c2)[nH]1. The result is 1 (blocker). (4) The drug is Cc1cccc(NC(=O)c2ccc(-c3ccc(C#N)cc3)o2)c1. The result is 1 (blocker). (5) The drug is Cc1nn(C2CCNCC2)c(C)c1Nc1ncc(Cl)c(-c2cnn3ccccc23)n1. The result is 0 (non-blocker). (6) The compound is C=CC(=O)Nc1cc(Nc2ncc(C)c(-c3cn(C)c4ccccc34)n2)c(OC)cc1N(C)CCN(C)C. The result is 0 (non-blocker). (7) The compound is Cc1c(Cn2c(C)nc3c(C(=O)O)cc(N4CCOCC4)cc32)cccc1C(F)(F)F. The result is 0 (non-blocker). (8) The molecule is CCN(CCO)CCCOc1cc2ncnc(Nc3cc(CC(=O)Nc4cccc(F)c4F)n[nH]3)c2cc1OC. The result is 0 (non-blocker). (9) The molecule is CN(C(=O)N1CC(c2cc(F)ccc2F)=C[C@H]1c1ccccc1)C1CCNCC1. The result is 1 (blocker).